From a dataset of Full USPTO retrosynthesis dataset with 1.9M reactions from patents (1976-2016). Predict the reactants needed to synthesize the given product. (1) Given the product [C:19]([O:23][C:24]([N:26]1[CH2:27][CH2:28][CH:29]([N:32]([CH2:33][C:34]2[C:39]([CH3:40])=[CH:38][C:37]([Cl:41])=[CH:36][N:35]=2)[CH2:17][C:12]2[C:11]([C:8]([C:5]3[CH:4]=[CH:3][C:2]([F:1])=[CH:7][CH:6]=3)([CH3:9])[CH3:10])=[CH:16][CH:15]=[CH:14][N:13]=2)[CH2:30][CH2:31]1)=[O:25])([CH3:22])([CH3:21])[CH3:20], predict the reactants needed to synthesize it. The reactants are: [F:1][C:2]1[CH:7]=[CH:6][C:5]([C:8]([C:11]2[C:12]([CH:17]=O)=[N:13][CH:14]=[CH:15][CH:16]=2)([CH3:10])[CH3:9])=[CH:4][CH:3]=1.[C:19]([O:23][C:24]([N:26]1[CH2:31][CH2:30][CH:29]([NH:32][CH2:33][C:34]2[C:39]([CH3:40])=[CH:38][C:37]([Cl:41])=[CH:36][N:35]=2)[CH2:28][CH2:27]1)=[O:25])([CH3:22])([CH3:21])[CH3:20].[BH-](OC(C)=O)(OC(C)=O)OC(C)=O.[Na+]. (2) Given the product [C:24]([O:1][C@H:2]1[O:21][C@H:20]([CH2:22][O:23][C:24](=[O:31])[C:25]2[CH:30]=[CH:29][CH:28]=[CH:27][CH:26]=2)[C@@H:7]([O:8][C@@H:9]2[O:17][C@H:16]([CH2:18][O:19][C:24](=[O:31])[C:25]3[CH:30]=[CH:29][CH:28]=[CH:27][CH:26]=3)[C@H:14]([O:15][C:24](=[O:31])[C:25]3[CH:30]=[CH:29][CH:28]=[CH:27][CH:26]=3)[C@H:12]([O:13][C:24](=[O:31])[C:25]3[CH:30]=[CH:29][CH:28]=[CH:27][CH:26]=3)[C@H:10]2[O:11][C:24](=[O:31])[C:25]2[CH:30]=[CH:29][CH:28]=[CH:27][CH:26]=2)[C@H:5]([O:6][C:24](=[O:31])[C:25]2[CH:30]=[CH:29][CH:28]=[CH:27][CH:26]=2)[C@H:3]1[O:4][C:24](=[O:31])[C:25]1[CH:30]=[CH:29][CH:28]=[CH:27][CH:26]=1)(=[O:31])[C:25]1[CH:30]=[CH:29][CH:28]=[CH:27][CH:26]=1, predict the reactants needed to synthesize it. The reactants are: [OH:1][C@H:2]1[O:21][C@H:20]([CH2:22][OH:23])[C@@H:7]([O:8][C@@H:9]2[O:17][C@H:16]([CH2:18][OH:19])[C@H:14]([OH:15])[C@H:12]([OH:13])[C@H:10]2[OH:11])[C@H:5]([OH:6])[C@H:3]1[OH:4].[C:24](Cl)(=[O:31])[C:25]1[CH:30]=[CH:29][CH:28]=[CH:27][CH:26]=1. (3) Given the product [Cl:44][CH2:45][C:46]([NH:1][C:2]1[N:34]=[C:5]2[C:6]([C:24]3[CH:29]=[CH:28][CH:27]=[C:26]([C:30]([F:32])([F:33])[F:31])[CH:25]=3)=[C:7]([CH3:23])[C:8]([C:10]3[N:14]([C:15]4[CH:16]=[CH:17][C:18]([C:19]#[N:20])=[CH:21][CH:22]=4)[N:13]=[CH:12][CH:11]=3)=[CH:9][N:4]2[N:3]=1)=[O:47], predict the reactants needed to synthesize it. The reactants are: [NH2:1][C:2]1[N:34]=[C:5]2[C:6]([C:24]3[CH:29]=[CH:28][CH:27]=[C:26]([C:30]([F:33])([F:32])[F:31])[CH:25]=3)=[C:7]([CH3:23])[C:8]([C:10]3[N:14]([C:15]4[CH:22]=[CH:21][C:18]([C:19]#[N:20])=[CH:17][CH:16]=4)[N:13]=[CH:12][CH:11]=3)=[CH:9][N:4]2[N:3]=1.CCN(C(C)C)C(C)C.[Cl:44][CH2:45][C:46](Cl)=[O:47]. (4) Given the product [CH3:1][N:2]([CH2:4][C:5]1[C:13]2[O:12][N:11]=[C:10]([CH2:14][CH2:15][CH:16]3[CH2:21][CH2:20][N:19]([CH2:28][CH:29]4[O:33][CH2:32][CH2:31][O:30]4)[CH2:18][CH2:17]3)[C:9]=2[CH:8]=[CH:7][C:6]=1[O:22][CH2:23][CH:24]1[CH2:25][CH2:26]1)[CH3:3], predict the reactants needed to synthesize it. The reactants are: [CH3:1][N:2]([CH2:4][C:5]1[C:13]2[O:12][N:11]=[C:10]([CH2:14][CH2:15][CH:16]3[CH2:21][CH2:20][NH:19][CH2:18][CH2:17]3)[C:9]=2[CH:8]=[CH:7][C:6]=1[O:22][CH2:23][CH:24]1[CH2:26][CH2:25]1)[CH3:3].Br[CH2:28][CH:29]1[O:33][CH2:32][CH2:31][O:30]1.[I-].[Na+].[Cl-].[Na+]. (5) Given the product [C:15]1([CH:14]([C:21]2[CH:26]=[CH:25][CH:24]=[CH:23][CH:22]=2)[CH2:13][NH:12][C:10]2[C:9]3[C:4](=[CH:5][CH:6]=[CH:7][CH:8]=3)[N:3]=[C:2]([C:32]3[CH:33]=[CH:34][CH:35]=[C:36]4[C:31]=3[CH:30]=[N:29][N:28]4[CH3:27])[N:11]=2)[CH:20]=[CH:19][CH:18]=[CH:17][CH:16]=1, predict the reactants needed to synthesize it. The reactants are: Cl[C:2]1[N:11]=[C:10]([NH:12][CH2:13][CH:14]([C:21]2[CH:26]=[CH:25][CH:24]=[CH:23][CH:22]=2)[C:15]2[CH:20]=[CH:19][CH:18]=[CH:17][CH:16]=2)[C:9]2[C:4](=[CH:5][CH:6]=[CH:7][CH:8]=2)[N:3]=1.[CH3:27][N:28]1[C:36]2[C:31](=[C:32](B(O)O)[CH:33]=[CH:34][CH:35]=2)[CH:30]=[N:29]1.C(NC1C2C(=CC=CC=2)N=C(C2SC3C=CC=CC=3C=2)N=1)(C1C=CC=CC=1)C1C=CC=CC=1. (6) Given the product [CH2:8]=[CH:9][C:10]1[CH:11]=[CH:12][C:13]([S:16]([O-:19])(=[O:18])=[O:17])=[CH:14][CH:15]=1.[Na+:2], predict the reactants needed to synthesize it. The reactants are: [OH-].[Na+:2].N([O-])=O.[Na+].Br[CH2:8][CH2:9][C:10]1[CH:15]=[CH:14][C:13]([S:16]([OH:19])(=[O:18])=[O:17])=[CH:12][CH:11]=1. (7) The reactants are: Br[C:2]1[CH:7]=[CH:6][C:5]([S:8]([CH2:11][C:12]([O:14][CH2:15][CH3:16])=[O:13])(=[O:10])=[O:9])=[CH:4][CH:3]=1.[CH3:17][C@@H:18]1[CH2:22][CH2:21][CH2:20][N:19]1[CH2:23][CH2:24][C:25]1[CH:30]=[CH:29][C:28](B(O)O)=[CH:27][CH:26]=1. Given the product [CH2:15]([O:14][C:12](=[O:13])[CH2:11][S:8]([C:5]1[CH:6]=[CH:7][C:2]([C:28]2[CH:27]=[CH:26][C:25]([CH2:24][CH2:23][N:19]3[CH2:20][CH2:21][CH2:22][C@H:18]3[CH3:17])=[CH:30][CH:29]=2)=[CH:3][CH:4]=1)(=[O:10])=[O:9])[CH3:16], predict the reactants needed to synthesize it. (8) Given the product [CH3:8][C:4]1[CH:5]=[CH:6][CH:7]=[C:2]([CH3:1])[C:3]=1[NH:9][C:10](=[O:11])[CH2:12][N:13]1[CH2:18][CH2:17][NH:16][CH2:15][C:14]1=[O:29], predict the reactants needed to synthesize it. The reactants are: [CH3:1][C:2]1[CH:7]=[CH:6][CH:5]=[C:4]([CH3:8])[C:3]=1[NH:9][C:10]([CH2:12][N:13]1[CH2:18][CH2:17][N:16](C(OCC2C=CC=CC=2)=O)[CH2:15][C:14]1=[O:29])=[O:11].[H][H]. (9) Given the product [N:23]1([CH2:58]/[CH:57]=[CH:56]/[C:60]([Cl:55])=[O:59])[CH2:19][CH2:31][CH2:30][CH2:26][CH2:24]1, predict the reactants needed to synthesize it. The reactants are: C(N(C(C1CC1)C)C(=O)CN1C(=O)[C@:24]2([C:26]3[C:30](=C[C:19]([NH:23][C:24]([C:26]4C=NO[C:30]=4[CH3:31])=O)=CC=3)[CH2:31]C2)[NH:23][C:19]1=O)C1C=CC=CC=1.CN1CCOCC1.C([Cl:55])(=O)OCC(C)C.[CH2:56]1[CH2:60][O:59][CH2:58][CH2:57]1. (10) Given the product [C:32]([OH:39])(=[O:38])/[CH:33]=[CH:34]/[C:35]([OH:37])=[O:36].[Cl:1][C:2]1[CH:7]=[CH:6][C:5]([C:8]2[S:9][C:10]3[C:11](=[O:31])[N:12]([C:17]4[CH:22]=[CH:21][C:20]([O:23][CH:24]5[CH2:25][N:26]([CH3:28])[CH2:27]5)=[C:19]([O:29][CH3:30])[CH:18]=4)[CH:13]=[CH:14][C:15]=3[N:16]=2)=[CH:4][CH:3]=1, predict the reactants needed to synthesize it. The reactants are: [Cl:1][C:2]1[CH:7]=[CH:6][C:5]([C:8]2[S:9][C:10]3[C:11](=[O:31])[N:12]([C:17]4[CH:22]=[CH:21][C:20]([O:23][CH:24]5[CH2:27][N:26]([CH3:28])[CH2:25]5)=[C:19]([O:29][CH3:30])[CH:18]=4)[CH:13]=[CH:14][C:15]=3[N:16]=2)=[CH:4][CH:3]=1.[C:32]([OH:39])(=[O:38])/[CH:33]=[CH:34]/[C:35]([OH:37])=[O:36].